From a dataset of Full USPTO retrosynthesis dataset with 1.9M reactions from patents (1976-2016). Predict the reactants needed to synthesize the given product. (1) Given the product [CH2:12]([O:11][C:6]1[CH:7]=[CH:8][CH:9]=[C:10]2[C:5]=1[CH:4]=[CH:3][C:2]([NH:25][CH2:24][C:23]1[CH:26]=[CH:27][CH:28]=[CH:29][C:22]=1[O:21][CH3:20])=[N:1]2)[C:13]1[CH:18]=[CH:17][CH:16]=[CH:15][CH:14]=1, predict the reactants needed to synthesize it. The reactants are: [N:1]1[C:10]2[CH:9]=[CH:8][CH:7]=[C:6]([OH:11])[C:5]=2[CH:4]=[CH:3][CH:2]=1.[CH2:12](Br)[C:13]1[CH:18]=[CH:17][CH:16]=[CH:15][CH:14]=1.[CH3:20][O:21][C:22]1[CH:29]=[CH:28][CH:27]=[CH:26][C:23]=1[CH2:24][NH2:25]. (2) The reactants are: [CH3:1][C@@H:2]([C@@H:8]1[C@@:12]2([CH3:28])[CH2:13][CH2:14][C@@H:15]3[C@@:20]4([CH3:26])[CH2:21][CH2:22][C@@H:23]([OH:25])[CH2:24][C@H:19]4[CH2:18][C@@H:17]([OH:27])[C@H:16]3[C@@H:11]2[CH2:10][CH2:9]1)[CH2:3][CH2:4][C:5]([OH:7])=[O:6].[CH:29]([OH:31])=O.[O:32]1CCC[CH2:33]1. Given the product [CH:33]([O:25][C@@H:23]1[CH2:22][CH2:21][C@@:20]2([CH3:26])[C@H:19]([CH2:18][C@@H:17]([O:27][CH:29]=[O:31])[C@@H:16]3[C@@H:15]2[CH2:14][CH2:13][C@@:12]2([CH3:28])[C@H:11]3[CH2:10][CH2:9][C@@H:8]2[C@H:2]([CH3:1])[CH2:3][CH2:4][C:5]([OH:7])=[O:6])[CH2:24]1)=[O:32], predict the reactants needed to synthesize it. (3) Given the product [CH3:1][C:2]1[CH:3]=[C:4]([C:20]2[CH:21]=[C:22]([CH:27]=[CH:28][CH:29]=2)[C:23]([OH:25])=[O:24])[CH:5]=[CH:6][C:7]=1[O:8][C@@H:9]1[C@H:14]([OH:15])[C@@H:13]([OH:16])[C@H:12]([OH:17])[C@H:11]([CH2:18][OH:19])[O:10]1, predict the reactants needed to synthesize it. The reactants are: [CH3:1][C:2]1[CH:3]=[C:4]([C:20]2[CH:21]=[C:22]([CH:27]=[CH:28][CH:29]=2)[C:23]([O:25]C)=[O:24])[CH:5]=[CH:6][C:7]=1[O:8][C@@H:9]1[C@H:14]([OH:15])[C@@H:13]([OH:16])[C@H:12]([OH:17])[C@H:11]([CH2:18][OH:19])[O:10]1.[OH-].[Na+]. (4) Given the product [OH:11][CH2:10][C:4]1[CH:3]=[C:2]([C:20]([O:23][CH3:24])=[O:22])[N:7]=[N:6][C:5]=1[O:8][CH3:9], predict the reactants needed to synthesize it. The reactants are: Cl[C:2]1[N:7]=[N:6][C:5]([O:8][CH3:9])=[C:4]([CH2:10][OH:11])[CH:3]=1.C(N(CC)CC)C.O.[C:20]([O:23][CH2:24]C)(=[O:22])C. (5) Given the product [NH2:1][C:4]1[CH:5]=[CH:6][C:7]([CH2:10][CH2:11][CH2:12][C:13]2[CH:14]=[CH:15][C:16]([C:17]([O:19][CH3:20])=[O:18])=[CH:21][CH:22]=2)=[CH:8][CH:9]=1, predict the reactants needed to synthesize it. The reactants are: [N+:1]([C:4]1[CH:9]=[CH:8][C:7]([C:10](=O)[CH:11]=[CH:12][C:13]2[CH:22]=[CH:21][C:16]([C:17]([O:19][CH3:20])=[O:18])=[CH:15][CH:14]=2)=[CH:6][CH:5]=1)([O-])=O.S(=O)(=O)(O)O.[H][H]. (6) Given the product [O:14]1[CH2:17][CH:16]([N:4]2[CH2:3][CH2:2][C@@H:6]([NH:1][C:7](=[O:8])[O:9][C:10]([CH3:11])([CH3:12])[CH3:13])[CH2:5]2)[CH2:15]1, predict the reactants needed to synthesize it. The reactants are: [N:1]1([C:7]([O:9][C:10]([CH3:13])([CH3:12])[CH3:11])=[O:8])[CH2:6][CH2:5][NH:4][CH2:3][CH2:2]1.[O:14]1[CH2:17][C:16](=O)[CH2:15]1.ClC1C=CC(C2C(C=O)=CC=CC=2)=CC=1. (7) Given the product [CH2:5]([C:4]1[N:22]([C:16]2[CH:17]=[CH:18][CH:19]=[C:20]([Cl:21])[C:15]=2[Cl:14])[N:23]=[CH:1][N:3]=1)[C:6]1[CH:11]=[CH:10][CH:9]=[CH:8][CH:7]=1, predict the reactants needed to synthesize it. The reactants are: [CH:1]([NH:3][C:4](=O)[CH2:5][C:6]1[CH:11]=[CH:10][CH:9]=[CH:8][CH:7]=1)=O.Cl.[Cl:14][C:15]1[C:20]([Cl:21])=[CH:19][CH:18]=[CH:17][C:16]=1[NH:22][NH2:23]. (8) Given the product [Br:1][C:2]1[CH:3]=[C:4]([C:12]([NH2:17])=[O:14])[C:5]2[C:10]([CH:11]=1)=[CH:9][CH:8]=[CH:7][CH:6]=2, predict the reactants needed to synthesize it. The reactants are: [Br:1][C:2]1[CH:3]=[C:4]([C:12]([OH:14])=O)[C:5]2[C:10]([CH:11]=1)=[CH:9][CH:8]=[CH:7][CH:6]=2.C(N1C=CN=C1)([N:17]1C=CN=C1)=O.O.N. (9) Given the product [CH3:10][C:11]1[C:12]([N:17]([CH2:49][O:50][CH2:51][CH2:52][O:53][CH3:54])[S:18]([C:21]2[S:22][CH:23]=[CH:24][C:25]=2[C:26]2[CH:31]=[CH:30][C:29]([CH2:32][N:33]3[C:42]4[C:37](=[C:38]([CH2:45][CH3:46])[N:39]=[C:40]([CH2:43][CH3:44])[CH:41]=4)[C:36]([O:7][C:1]4[CH:6]=[CH:5][CH:4]=[CH:3][CH:2]=4)=[CH:35][C:34]3=[O:48])=[CH:28][CH:27]=2)(=[O:20])=[O:19])=[N:13][O:14][C:15]=1[CH3:16], predict the reactants needed to synthesize it. The reactants are: [C:1]1([OH:7])[CH:6]=[CH:5][CH:4]=[CH:3][CH:2]=1.[H-].[Na+].[CH3:10][C:11]1[C:12]([N:17]([CH2:49][O:50][CH2:51][CH2:52][O:53][CH3:54])[S:18]([C:21]2[S:22][CH:23]=[CH:24][C:25]=2[C:26]2[CH:31]=[CH:30][C:29]([CH2:32][N:33]3[C:42]4[C:37](=[C:38]([CH2:45][CH3:46])[N:39]=[C:40]([CH2:43][CH3:44])[CH:41]=4)[C:36](Cl)=[CH:35][C:34]3=[O:48])=[CH:28][CH:27]=2)(=[O:20])=[O:19])=[N:13][O:14][C:15]=1[CH3:16].Cl. (10) Given the product [C:38]([C:35]([CH3:37])([CH3:36])[C:31]1[CH:30]=[C:29]([CH:34]=[CH:33][CH:32]=1)[C:28]([NH:27][C:22]1[CH:23]=[CH:24][C:25]([CH3:26])=[C:20]([NH:19][C:13]2[C:12]3[C:17](=[CH:18][C:9]([OH:8])=[CH:10][CH:11]=3)[N:16]=[CH:15][N:14]=2)[CH:21]=1)=[O:40])#[N:39], predict the reactants needed to synthesize it. The reactants are: C([O:8][C:9]1[CH:18]=[C:17]2[C:12]([C:13]([NH:19][C:20]3[CH:21]=[C:22]([NH:27][C:28](=[O:40])[C:29]4[CH:34]=[CH:33][CH:32]=[C:31]([C:35]([C:38]#[N:39])([CH3:37])[CH3:36])[CH:30]=4)[CH:23]=[CH:24][C:25]=3[CH3:26])=[N:14][CH:15]=[N:16]2)=[CH:11][CH:10]=1)C1C=CC=CC=1.